From a dataset of Reaction yield outcomes from USPTO patents with 853,638 reactions. Predict the reaction yield, written as a fraction of the theoretical maximum amount of product (1.0 means a 100% yield; for example, 0.34 means a 34% yield). (1) The reactants are C([O:3][C:4]([C:6]1[C:7]([S:17][CH3:18])=[N:8][C:9]2[C:14]([C:15]=1[OH:16])=[CH:13][CH:12]=[CH:11][CH:10]=2)=[O:5])C.Cl. The catalyst is [OH-].[Na+]. The product is [CH3:18][S:17][C:7]1[NH:8][C:9]2[C:14]([C:15](=[O:16])[C:6]=1[C:4]([OH:5])=[O:3])=[CH:13][CH:12]=[CH:11][CH:10]=2. The yield is 0.850. (2) The reactants are C(OC([N:8]1[CH2:12][CH:11]([CH2:13][O:14][CH:15]([F:17])[F:16])[CH2:10][CH:9]1[C:18]1[NH:19][C:20]([C:23]2[CH:28]=[CH:27][C:26]([Br:29])=[CH:25][CH:24]=2)=[CH:21][N:22]=1)=O)(C)(C)C.Cl.[CH3:31][O:32][C:33]([NH:35][CH:36]([CH:40]([CH3:42])[CH3:41])[C:37](O)=[O:38])=[O:34].CN(C(ON1N=NC2C=CC=NC1=2)=[N+](C)C)C.F[P-](F)(F)(F)(F)F.C(N(CC)CC)C. The catalyst is C(Cl)Cl.CN(C=O)C.CCOC(C)=O. The product is [CH3:31][O:32][C:33](=[O:34])[NH:35][CH:36]([C:37]([N:8]1[CH2:12][CH:11]([CH2:13][O:14][CH:15]([F:17])[F:16])[CH2:10][CH:9]1[C:18]1[NH:19][C:20]([C:23]2[CH:28]=[CH:27][C:26]([Br:29])=[CH:25][CH:24]=2)=[CH:21][N:22]=1)=[O:38])[CH:40]([CH3:42])[CH3:41]. The yield is 0.610. (3) The reactants are C([O:3][C:4]([C:6]1[NH:7][C:8]([CH:12]=[O:13])=[C:9]([CH3:11])[CH:10]=1)=[O:5])C.[OH-].[K+]. The catalyst is O.C(O)C. The product is [CH:12]([C:8]1[NH:7][C:6]([C:4]([OH:5])=[O:3])=[CH:10][C:9]=1[CH3:11])=[O:13]. The yield is 0.680. (4) The reactants are C([NH:5][S:6]([C:9]1[C:10]([CH:38]([F:40])[F:39])=[N:11][CH:12]=[C:13]([C:15]2[N:20]3[CH:21]=[CH:22][C:23]([C:24]4[CH:29]=[CH:28][CH:27]=[CH:26][CH:25]=4)=[C:19]3[C:18]([NH:30][CH2:31][C:32]3[CH:37]=[CH:36][CH:35]=[CH:34][N:33]=3)=[N:17][N:16]=2)[CH:14]=1)(=[O:8])=[O:7])(C)(C)C.C(O)(C(F)(F)F)=O. No catalyst specified. The product is [F:40][CH:38]([F:39])[C:10]1[C:9]([S:6]([NH2:5])(=[O:7])=[O:8])=[CH:14][C:13]([C:15]2[N:20]3[CH:21]=[CH:22][C:23]([C:24]4[CH:25]=[CH:26][CH:27]=[CH:28][CH:29]=4)=[C:19]3[C:18]([NH:30][CH2:31][C:32]3[CH:37]=[CH:36][CH:35]=[CH:34][N:33]=3)=[N:17][N:16]=2)=[CH:12][N:11]=1. The yield is 0.100.